This data is from Full USPTO retrosynthesis dataset with 1.9M reactions from patents (1976-2016). The task is: Predict the reactants needed to synthesize the given product. (1) Given the product [CH:9]1([NH:15][C:6]2[N:5]=[CH:4][N:3]=[C:2]([NH:18][CH2:17][CH2:16][OH:28])[CH:7]=2)[CH2:14][CH2:13][CH2:12][CH2:11][CH2:10]1, predict the reactants needed to synthesize it. The reactants are: Cl[C:2]1[CH:7]=[C:6](Cl)[N:5]=[CH:4][N:3]=1.[CH:9]1([NH2:15])[CH2:14][CH2:13][CH2:12][CH2:11][CH2:10]1.[CH3:16][CH2:17][N:18](C(C)C)C(C)C.CC([OH:28])C. (2) Given the product [C:29]([N:28]1[C:24]([C:21]2[CH:20]=[CH:19][C:18]([Cl:17])=[CH:23][CH:22]=2)=[CH:25][C:26]([CH2:33][NH:16][CH2:15][CH2:14][N:11]2[CH2:10][CH2:9][N:8]([C:3]3[CH:4]=[CH:5][CH:6]=[CH:7][C:2]=3[F:1])[CH2:13][CH2:12]2)=[N:27]1)([CH3:32])([CH3:31])[CH3:30], predict the reactants needed to synthesize it. The reactants are: [F:1][C:2]1[CH:7]=[CH:6][CH:5]=[CH:4][C:3]=1[N:8]1[CH2:13][CH2:12][N:11]([CH2:14][CH2:15][NH2:16])[CH2:10][CH2:9]1.[Cl:17][C:18]1[CH:23]=[CH:22][C:21]([C:24]2[N:28]([C:29]([CH3:32])([CH3:31])[CH3:30])[N:27]=[C:26]([CH:33]=O)[CH:25]=2)=[CH:20][CH:19]=1. (3) Given the product [O:20]1[CH2:2][CH:1]1[C:3]1[CH:4]=[CH:5][C:6]([N:9]2[CH:13]=[N:12][N:11]=[N:10]2)=[N:7][CH:8]=1, predict the reactants needed to synthesize it. The reactants are: [CH:1]([C:3]1[CH:4]=[CH:5][C:6]([N:9]2[CH:13]=[N:12][N:11]=[N:10]2)=[N:7][CH:8]=1)=[CH2:2].BrN1C(=[O:20])CCC1=O.[OH-].[Na+]. (4) Given the product [C:14]([C:18]1[CH:35]=[CH:34][C:21]([CH2:22][N:23]([CH2:24][CH2:25][C:26]2[CH:31]=[CH:30][C:29]([Cl:32])=[C:28]([Cl:33])[CH:27]=2)[C:11]([C:9]2[CH:10]=[C:2]([Cl:1])[CH:3]=[C:4]3[C:8]=2[NH:7][N:6]=[CH:5]3)=[O:13])=[CH:20][CH:19]=1)([CH3:17])([CH3:15])[CH3:16], predict the reactants needed to synthesize it. The reactants are: [Cl:1][C:2]1[CH:3]=[C:4]2[C:8](=[C:9]([C:11]([OH:13])=O)[CH:10]=1)[NH:7][N:6]=[CH:5]2.[C:14]([C:18]1[CH:35]=[CH:34][C:21]([CH2:22][NH:23][CH2:24][CH2:25][C:26]2[CH:31]=[CH:30][C:29]([Cl:32])=[C:28]([Cl:33])[CH:27]=2)=[CH:20][CH:19]=1)([CH3:17])([CH3:16])[CH3:15].CCN=C=NCCCN(C)C.Cl.C(C1C=CC(CN(CCN(C2C=CC(Cl)=CC=2)C)C(C2C=C(Cl)C=C3C=2NC=C3)=O)=CC=1)(C)(C)C. (5) Given the product [Br:27][C:18]1[C:19]([N:21]([CH3:26])[S:22]([CH3:25])(=[O:23])=[O:24])=[CH:20][C:10]2[O:9][C:8]([C:6]3[O:7][C:1]([CH3:2])=[N:4][N:5]=3)=[C:12]([C:13]([NH:15][CH3:16])=[O:14])[C:11]=2[CH:17]=1, predict the reactants needed to synthesize it. The reactants are: [C:1]([NH:4][NH:5][C:6]([C:8]1[O:9][C:10]2[CH:20]=[C:19]([N:21]([CH3:26])[S:22]([CH3:25])(=[O:24])=[O:23])[C:18]([Br:27])=[CH:17][C:11]=2[C:12]=1[C:13]([NH:15][CH3:16])=[O:14])=[O:7])(=O)[CH3:2].CCN(CC)CC. (6) Given the product [CH2:1]([O:3][C:4]([N:6]1[C:15]2[C:10](=[N:11][C:12]([O:16][CH3:17])=[CH:13][CH:14]=2)[CH:9]([NH:18][C:19]2[N:24]=[C:23]([CH2:25][C:26]3[CH:27]=[C:28]([C:36]([F:39])([F:37])[F:38])[CH:29]=[C:30]([C:32]([F:33])([F:35])[F:34])[CH:31]=3)[C:22]([N:40]3[CH2:45][CH2:44][N:43]([CH2:49][CH2:50][OH:51])[CH2:42][CH2:41]3)=[CH:21][N:20]=2)[CH2:8][CH:7]1[CH2:46][CH3:47])=[O:5])[CH3:2], predict the reactants needed to synthesize it. The reactants are: [CH2:1]([O:3][C:4]([N:6]1[C:15]2[C:10](=[N:11][C:12]([O:16][CH3:17])=[CH:13][CH:14]=2)[C@@H:9]([NH:18][C:19]2[N:24]=[C:23]([CH2:25][C:26]3[CH:31]=[C:30]([C:32]([F:35])([F:34])[F:33])[CH:29]=[C:28]([C:36]([F:39])([F:38])[F:37])[CH:27]=3)[C:22]([N:40]3[CH2:45][CH2:44][NH:43][CH2:42][CH2:41]3)=[CH:21][N:20]=2)[CH2:8][C@H:7]1[CH2:46][CH3:47])=[O:5])[CH3:2].I[CH2:49][CH2:50][OH:51].C(=O)([O-])[O-].[K+].[K+]. (7) Given the product [N:18]1([CH2:17][C@H:16]([C:23]2[CH:24]=[CH:25][CH:26]=[CH:27][CH:28]=2)[O:15][C:14]2[CH:13]=[CH:12][C:11]3[C:10](=[O:29])[CH2:9][CH2:8][CH2:7][C:6]=3[C:5]=2[CH2:4][NH:3][S:36]([C:30]2[CH:35]=[CH:34][CH:33]=[CH:32][CH:31]=2)(=[O:38])=[O:37])[CH:22]=[CH:21][N:20]=[CH:19]1, predict the reactants needed to synthesize it. The reactants are: Cl.Cl.[NH2:3][CH2:4][C:5]1[C:14]([O:15][C@@H:16]([C:23]2[CH:28]=[CH:27][CH:26]=[CH:25][CH:24]=2)[CH2:17][N:18]2[CH:22]=[CH:21][N:20]=[CH:19]2)=[CH:13][CH:12]=[C:11]2[C:6]=1[CH2:7][CH2:8][CH2:9][C:10]2=[O:29].[C:30]1([S:36](Cl)(=[O:38])=[O:37])[CH:35]=[CH:34][CH:33]=[CH:32][CH:31]=1. (8) Given the product [CH2:1]([C:5]1[CH:13]=[CH:12][CH:11]=[C:10]2[C:6]=1[C:7](=[N:23][NH:22][C:21]1[CH:20]=[CH:19][C:18]([S:24]([NH2:27])(=[O:25])=[O:26])=[CH:17][CH:16]=1)[C:8](=[O:14])[NH:9]2)[CH:2]([CH3:4])[CH3:3], predict the reactants needed to synthesize it. The reactants are: [CH2:1]([C:5]1[CH:13]=[CH:12][CH:11]=[C:10]2[C:6]=1[C:7](=O)[C:8](=[O:14])[NH:9]2)[CH:2]([CH3:4])[CH3:3].[CH:16]1[C:21]([NH:22][NH2:23])=[CH:20][CH:19]=[C:18]([S:24]([NH2:27])(=[O:26])=[O:25])[CH:17]=1.Cl.